The task is: Predict which catalyst facilitates the given reaction.. This data is from Catalyst prediction with 721,799 reactions and 888 catalyst types from USPTO. (1) Reactant: [Cl:1][C:2]1[CH:28]=[C:27]([N:29]2[CH:33]=[CH:32][CH:31]=[N:30]2)[CH:26]=[CH:25][C:3]=1[C:4]([N:6]1[C:12]2[CH:13]=[CH:14][CH:15]=[CH:16][C:11]=2[CH2:10][N:9]([C:17]([NH:19][CH2:20][C:21](O)=[O:22])=[O:18])[C@H:8]([CH3:24])[CH2:7]1)=[O:5].C(N(CC)C(C)C)(C)C.ClC(OCC(C)C)=O.[BH4-].[Li+]. Product: [OH:22][CH2:21][CH2:20][NH:19][C:17]([N:9]1[CH2:10][C:11]2[CH:16]=[CH:15][CH:14]=[CH:13][C:12]=2[N:6]([C:4](=[O:5])[C:3]2[CH:25]=[CH:26][C:27]([N:29]3[CH:33]=[CH:32][CH:31]=[N:30]3)=[CH:28][C:2]=2[Cl:1])[CH2:7][C@H:8]1[CH3:24])=[O:18]. The catalyst class is: 30. (2) Reactant: [F:1][C:2]1[C:8]([CH3:9])=[CH:7][CH:6]=[C:5]([F:10])[C:3]=1[NH2:4].S(Cl)([Cl:14])(=O)=O. Product: [Cl:14][C:7]1[CH:6]=[C:5]([F:10])[C:3]([NH2:4])=[C:2]([F:1])[C:8]=1[CH3:9]. The catalyst class is: 15. (3) Reactant: Br[C:2]1[CH2:6][CH2:5][CH2:4][C:3]=1[C:7]1[CH:8]=[C:9]([CH:15]=[CH:16][CH:17]=1)[C:10]([O:12][CH2:13][CH3:14])=[O:11].[Br:18][C:19]1[CH:20]=[C:21](B(O)O)[C:22]([O:25][CH3:26])=[N:23][CH:24]=1.C(=O)([O-])[O-].[K+].[K+]. Product: [Br:18][C:19]1[CH:20]=[C:21]([C:2]2[CH2:6][CH2:5][CH2:4][C:3]=2[C:7]2[CH:8]=[C:9]([CH:15]=[CH:16][CH:17]=2)[C:10]([O:12][CH2:13][CH3:14])=[O:11])[C:22]([O:25][CH3:26])=[N:23][CH:24]=1. The catalyst class is: 276.